This data is from Full USPTO retrosynthesis dataset with 1.9M reactions from patents (1976-2016). The task is: Predict the reactants needed to synthesize the given product. Given the product [F:9][C:8]1[C:3]2[C:1]3[N:2]([N:25]=[CH:20][N:22]=3)[C:15](=[O:19])[NH:14][C:4]=2[CH:5]=[CH:6][C:7]=1[C:10]([F:11])([F:12])[F:13], predict the reactants needed to synthesize it. The reactants are: [C:1]([C:3]1[C:8]([F:9])=[C:7]([C:10]([F:13])([F:12])[F:11])[CH:6]=[CH:5][C:4]=1[NH:14][C:15](=[O:19])OCC)#[N:2].[CH:20]([NH:22]N)=O.C[N:25]1CCCC1=O.